From a dataset of Forward reaction prediction with 1.9M reactions from USPTO patents (1976-2016). Predict the product of the given reaction. Given the reactants [CH2:1]([N:3]1[C:12](=[O:13])[C:11]2[C:6](=[CH:7][CH:8]=[C:9]([N+:14]([O-])=O)[CH:10]=2)[N:5]([CH2:17][Si:18]([CH3:21])([CH3:20])[CH3:19])[C:4]1=[O:22])[CH3:2], predict the reaction product. The product is: [NH2:14][C:9]1[CH:10]=[C:11]2[C:6](=[CH:7][CH:8]=1)[N:5]([CH2:17][Si:18]([CH3:20])([CH3:21])[CH3:19])[C:4](=[O:22])[N:3]([CH2:1][CH3:2])[C:12]2=[O:13].